The task is: Predict the product of the given reaction.. This data is from Forward reaction prediction with 1.9M reactions from USPTO patents (1976-2016). (1) Given the reactants C([CH:3]([C:7](Cl)=[O:8])[C:4](Cl)=[O:5])C.[CH3:10][N:11]([CH3:34])[C:12](=[O:33])[CH2:13][NH:14][C:15]1[C:16]([C:29]([O:31]C)=O)=[N:17][CH:18]=[C:19]([CH2:21][C:22]2[CH:27]=[CH:26][C:25]([F:28])=[CH:24][CH:23]=2)[CH:20]=1.CC[O-:37].[Na+].Cl.Cl[CH2:41][CH2:42]Cl, predict the reaction product. The product is: [CH3:34][N:11]([CH3:10])[C:12](=[O:33])[CH2:13][N:14]1[C:15]2[C:16](=[N:17][CH:18]=[C:19]([CH2:21][C:22]3[CH:23]=[CH:24][C:25]([F:28])=[CH:26][CH:27]=3)[CH:20]=2)[C:29]([OH:31])=[C:3]([C:4]([O:5][CH2:41][CH3:42])=[O:37])[C:7]1=[O:8]. (2) Given the reactants [NH2:1][C@@H:2]([CH2:30][C:31]1[CH:36]=[CH:35][CH:34]=[CH:33][CH:32]=1)[C:3]([N:5]1[CH2:10][CH2:9][CH:8]([N:11]2[C:16](=[O:17])[C:15]([CH3:19])([CH3:18])[CH2:14][C:13]([C:20]3[CH:25]=[CH:24][C:23]([O:26][CH3:27])=[C:22]([O:28][CH3:29])[CH:21]=3)=[N:12]2)[CH2:7][CH2:6]1)=[O:4].[CH:37]1([CH2:40][O:41][C:42]2[CH:50]=[CH:49][C:45]3[O:46][CH2:47][O:48][C:44]=3[C:43]=2[C:51]2[C:52]3[NH:59][CH:58]=[C:57]([C:60](O)=[O:61])[C:53]=3[N:54]=[CH:55][N:56]=2)[CH2:39][CH2:38]1.CCOC(C(C#N)=NOC(N1CCOCC1)=[N+](C)C)=O.F[P-](F)(F)(F)(F)F.CCN(C(C)C)C(C)C, predict the reaction product. The product is: [CH:37]1([CH2:40][O:41][C:42]2[CH:50]=[CH:49][C:45]3[O:46][CH2:47][O:48][C:44]=3[C:43]=2[C:51]2[C:52]3[NH:59][CH:58]=[C:57]([C:60]([NH:1][C@@H:2]([CH2:30][C:31]4[CH:36]=[CH:35][CH:34]=[CH:33][CH:32]=4)[C:3]([N:5]4[CH2:6][CH2:7][CH:8]([N:11]5[C:16](=[O:17])[C:15]([CH3:19])([CH3:18])[CH2:14][C:13]([C:20]6[CH:25]=[CH:24][C:23]([O:26][CH3:27])=[C:22]([O:28][CH3:29])[CH:21]=6)=[N:12]5)[CH2:9][CH2:10]4)=[O:4])=[O:61])[C:53]=3[N:54]=[CH:55][N:56]=2)[CH2:38][CH2:39]1. (3) Given the reactants [Cl:1][C:2]1[CH:3]=[CH:4][C:5]2[O:9][C:8]([CH:10]([CH:12]3[CH2:17][CH2:16][CH2:15][CH2:14][CH2:13]3)O)=[C:7]([CH3:18])[C:6]=2[CH:19]=1.S(Cl)([Cl:22])=O.C(=O)([O-])O.[Na+], predict the reaction product. The product is: [Cl:1][C:2]1[CH:3]=[CH:4][C:5]2[O:9][C:8]([CH:10]([Cl:22])[CH:12]3[CH2:17][CH2:16][CH2:15][CH2:14][CH2:13]3)=[C:7]([CH3:18])[C:6]=2[CH:19]=1. (4) The product is: [CH2:1]([O:7][CH:8]([O:21][CH2:22][CH2:23][CH2:24][CH2:25][CH2:26][CH2:27][CH2:28][CH2:29]/[CH:30]=[CH:31]\[CH2:32]/[CH:33]=[CH:34]\[CH2:35][CH2:36][CH2:37][CH2:38][CH3:39])[CH2:9][NH2:10])[CH2:2][CH2:3][CH2:4][CH2:5][CH3:6]. Given the reactants [CH2:1]([O:7][CH:8]([O:21][CH2:22][CH2:23][CH2:24][CH2:25][CH2:26][CH2:27][CH2:28][CH2:29]/[CH:30]=[CH:31]\[CH2:32]/[CH:33]=[CH:34]\[CH2:35][CH2:36][CH2:37][CH2:38][CH3:39])[CH2:9][N:10]1C(=O)C2C(=CC=CC=2)C1=O)[CH2:2][CH2:3][CH2:4][CH2:5][CH3:6].CNN, predict the reaction product. (5) Given the reactants Cl[C:2]1[N:7]=[C:6]([C:8]2[C:16]3[C:11](=[CH:12][CH:13]=[C:14]([C:17]4[O:21][C:20]([NH:22][CH2:23][C:24]5[CH:29]=[CH:28][C:27]([O:30][CH3:31])=[CH:26][CH:25]=5)=[N:19][N:18]=4)[CH:15]=3)[N:10]([S:32]([C:35]3[CH:41]=[CH:40][C:38]([CH3:39])=[CH:37][CH:36]=3)(=[O:34])=[O:33])[CH:9]=2)[CH:5]=[N:4][CH:3]=1.[F:42][C:43]1[CH:48]=[CH:47][C:46](B(O)O)=[CH:45][CH:44]=1.C([O-])([O-])=O.[K+].[K+], predict the reaction product. The product is: [F:42][C:43]1[CH:48]=[CH:47][C:46]([C:2]2[N:7]=[C:6]([C:8]3[C:16]4[C:11](=[CH:12][CH:13]=[C:14]([C:17]5[O:21][C:20]([NH:22][CH2:23][C:24]6[CH:25]=[CH:26][C:27]([O:30][CH3:31])=[CH:28][CH:29]=6)=[N:19][N:18]=5)[CH:15]=4)[N:10]([S:32]([C:35]4[CH:36]=[CH:37][C:38]([CH3:39])=[CH:40][CH:41]=4)(=[O:34])=[O:33])[CH:9]=3)[CH:5]=[N:4][CH:3]=2)=[CH:45][CH:44]=1. (6) Given the reactants [CH2:1]([C:3]1[C:4]([O:21][CH3:22])=[C:5]([CH:9]([CH2:19][CH3:20])[CH2:10][C:11]([C:15]([F:18])([F:17])[F:16])([OH:14])[CH2:12][OH:13])[CH:6]=[CH:7][CH:8]=1)[CH3:2].C(C1C(OC)=C(C(C)C(C)C(C(F)(F)F)(O)CO)C=CC=1)C.C1(O)C=CC=CC=1.[NH4+].[Cl-], predict the reaction product. The product is: [CH2:1]([C:3]1[C:4]([O:21][CH3:22])=[C:5]([CH:9]([CH2:19][CH3:20])[CH2:10][C:11]([OH:14])([C:15]([F:16])([F:18])[F:17])[CH:12]=[O:13])[CH:6]=[CH:7][CH:8]=1)[CH3:2].